From a dataset of Retrosynthesis with 50K atom-mapped reactions and 10 reaction types from USPTO. Predict the reactants needed to synthesize the given product. (1) Given the product NC1C[C@@H](C(=O)O)N(C(=O)CP(=O)(O)CCCCc2ccccc2)C1, predict the reactants needed to synthesize it. The reactants are: [N-]=[N+]=NC1C[C@@H](C(=O)O)N(C(=O)CP(=O)(O)CCCCc2ccccc2)C1. (2) Given the product Cc1c(OCC(F)(F)F)ccnc1CS(=O)c1nc2ccccc2[nH]1, predict the reactants needed to synthesize it. The reactants are: Cc1c(OCC(F)(F)F)ccnc1CSc1nc2ccccc2[nH]1.OO. (3) Given the product Cc1cccc2cc(CBr)n(C(C)C)c(=O)c12, predict the reactants needed to synthesize it. The reactants are: BrC(Br)(Br)Br.Cc1cccc2cc(CO)n(C(C)C)c(=O)c12. (4) Given the product CC1(C)CC(NCCCN2CCOCC2)CC(C)(C)N1, predict the reactants needed to synthesize it. The reactants are: CC1(C)CC(=O)CC(C)(C)N1.NCCCN1CCOCC1.